From a dataset of Catalyst prediction with 721,799 reactions and 888 catalyst types from USPTO. Predict which catalyst facilitates the given reaction. (1) Reactant: [Cl:1][C:2]1[N:7]=[N:6][C:5]([NH:8][CH:9]2[CH2:14][C:13]([CH3:16])([CH3:15])[N:12]([CH3:17])[C:11]([CH3:19])([CH3:18])[CH2:10]2)=[CH:4][CH:3]=1.Cl[C:21]1N=NC(NC2CC(C)(C)NC(C)(C)C2)=CC=1.[H-].[Na+].CI. Product: [Cl:1][C:2]1[N:7]=[N:6][C:5]([N:8]([CH3:21])[CH:9]2[CH2:14][C:13]([CH3:15])([CH3:16])[N:12]([CH3:17])[C:11]([CH3:19])([CH3:18])[CH2:10]2)=[CH:4][CH:3]=1. The catalyst class is: 3. (2) Product: [CH2:1]([N:3]([CH2:4][CH:5]([NH:9][S:10]([C:13]1[C:14]([CH3:21])=[CH:15][C:16]([CH3:20])=[CH:17][C:18]=1[CH3:19])(=[O:12])=[O:11])[CH:6]([CH3:7])[CH3:8])[C:23]1[CH:28]=[CH:27][CH:26]=[CH:25][CH:24]=1)[CH3:2]. Reactant: [CH2:1]([N:3]([C:23]1[CH:28]=[CH:27][CH:26]=[CH:25][CH:24]=1)[C:4](=O)[CH:5]([NH:9][S:10]([C:13]1[C:18]([CH3:19])=[CH:17][C:16]([CH3:20])=[CH:15][C:14]=1[CH3:21])(=[O:12])=[O:11])[CH:6]([CH3:8])[CH3:7])[CH3:2]. The catalyst class is: 1. (3) Reactant: [NH2:1][C:2]1[C:3]([C:9]([NH:11][NH2:12])=O)=[N:4][C:5]([Br:8])=[CH:6][N:7]=1.Cl.Cl.[NH2:15][C:16]1[CH:17]=[C:18]([CH:22]=[CH:23][CH:24]=1)[C:19](N)=[NH:20].CC[O-].[Na+].O. Product: [NH2:15][C:16]1[CH:17]=[C:18]([C:19]2[NH:20][C:9]([C:3]3[C:2]([NH2:1])=[N:7][CH:6]=[C:5]([Br:8])[N:4]=3)=[N:11][N:12]=2)[CH:22]=[CH:23][CH:24]=1. The catalyst class is: 3. (4) Product: [Cl:13][C:14]1[CH:21]=[CH:20][C:17]([CH2:18][O:1][C:2]2[C:9]([O:25][CH2:24][C:17]3[CH:20]=[CH:21][C:14]([Cl:13])=[CH:15][CH:16]=3)=[CH:8][CH:7]=[CH:6][C:3]=2[CH:4]=[O:5])=[CH:16][CH:15]=1. Reactant: [OH:1][C:2]1[C:9](O)=[CH:8][CH:7]=[CH:6][C:3]=1[CH:4]=[O:5].[H-].[Na+].[Cl:13][C:14]1[CH:21]=[CH:20][C:17]([CH2:18]Br)=[CH:16][CH:15]=1.CN(C)[CH:24]=[O:25]. The catalyst class is: 7. (5) Reactant: Cl.[CH3:2][C@H:3]1[NH:8][CH2:7][C@@H:6]([C:9]([N:11]2[CH2:15][CH2:14][CH2:13][CH2:12]2)=[O:10])[CH2:5][CH2:4]1.C(N(CC)CC)C.Cl[C:24]1[N:29]=[C:28]([NH2:30])[C:27]([N+:31]([O-:33])=[O:32])=[CH:26][CH:25]=1.O. Product: [NH2:30][C:28]1[N:29]=[C:24]([N:8]2[C@H:3]([CH3:2])[CH2:4][CH2:5][C@H:6]([C:9]([N:11]3[CH2:15][CH2:14][CH2:13][CH2:12]3)=[O:10])[CH2:7]2)[CH:25]=[CH:26][C:27]=1[N+:31]([O-:33])=[O:32]. The catalyst class is: 10. (6) Reactant: [O:1]1[CH2:6][CH2:5][N:4]([CH2:7][CH2:8][O:9][C:10]2[CH:15]=[CH:14][C:13]([C:16]3[CH:17]=[CH:18][C:19]([CH2:22][C:23]#N)=[N:20][CH:21]=3)=[CH:12][CH:11]=2)[CH2:3][CH2:2]1.OS(O)(=O)=O.[C:30](=O)(O)[O-:31].[Na+].C(=O)(O)[O-:36].[Na+].ClCCl. Product: [O:1]1[CH2:6][CH2:5][N:4]([CH2:7][CH2:8][O:9][C:10]2[CH:15]=[CH:14][C:13]([C:16]3[CH:17]=[CH:18][C:19]([CH2:22][C:23]([O:31][CH3:30])=[O:36])=[N:20][CH:21]=3)=[CH:12][CH:11]=2)[CH2:3][CH2:2]1. The catalyst class is: 98. (7) Reactant: [NH:1]1[CH:5]=[CH:4][CH:3]=[N:2]1.[H-].[Na+].Cl[C:9]1[N:14]=[C:13]([CH3:15])[C:12]([Br:16])=[C:11]([CH3:17])[N:10]=1. Product: [NH:1]1[CH:5]=[CH:4][C:3]([C:9]2[N:14]=[C:13]([CH3:15])[C:12]([Br:16])=[C:11]([CH3:17])[N:10]=2)=[N:2]1. The catalyst class is: 627.